This data is from Forward reaction prediction with 1.9M reactions from USPTO patents (1976-2016). The task is: Predict the product of the given reaction. (1) The product is: [CH2:1]([N:8]1[CH2:13][CH2:12][CH:11]([CH:14]([OH:16])[CH3:15])[CH:10]([C:17]2[CH:22]=[CH:21][C:20]([Cl:23])=[CH:19][CH:18]=2)[CH2:9]1)[C:2]1[CH:3]=[CH:4][CH:5]=[CH:6][CH:7]=1. Given the reactants [CH2:1]([N:8]1[CH2:13][CH2:12][CH:11]([C:14](=[O:16])[CH3:15])[CH:10]([C:17]2[CH:22]=[CH:21][C:20]([Cl:23])=[CH:19][CH:18]=2)[CH2:9]1)[C:2]1[CH:7]=[CH:6][CH:5]=[CH:4][CH:3]=1.[H-].[H-].[H-].[H-].[Li+].[Al+3].[OH-].[Na+].[O-]S([O-])(=O)=O.[Na+].[Na+], predict the reaction product. (2) The product is: [S:22]1[CH:23]=[CH:24][N:25]=[C:21]1[C:9]1[CH:10]=[C:11]2[C:15](=[CH:16][CH:17]=1)[C:14](=[O:18])[CH2:13][CH2:12]2. Given the reactants CC1(C)C(C)(C)OB([C:9]2[CH:10]=[C:11]3[C:15](=[CH:16][CH:17]=2)[C:14](=[O:18])[CH2:13][CH2:12]3)O1.Br[C:21]1[S:22][CH:23]=[CH:24][N:25]=1, predict the reaction product. (3) Given the reactants C(OC([N:8]1[CH2:12][CH2:11][CH:10]([NH:13][CH2:14][C:15]2[CH:20]=[C:19]([O:21][C:22]3[CH:23]=[C:24]4[C:28](=[CH:29][CH:30]=3)[N:27]([C:31](=[O:43])[NH:32][C:33]3[CH:38]=[CH:37][CH:36]=[C:35]([C:39]([F:42])([F:41])[F:40])[CH:34]=3)[CH:26]=[CH:25]4)[N:18]=[CH:17][N:16]=2)[CH2:9]1)=O)(C)(C)C.C(O)(C(F)(F)F)=O, predict the reaction product. The product is: [F:42][C:39]([F:40])([F:41])[C:35]1[CH:34]=[C:33]([NH:32][C:31]([N:27]2[C:28]3[C:24](=[CH:23][C:22]([O:21][C:19]4[CH:20]=[C:15]([CH2:14][NH:13][CH:10]5[CH2:11][CH2:12][NH:8][CH2:9]5)[N:16]=[CH:17][N:18]=4)=[CH:30][CH:29]=3)[CH:25]=[CH:26]2)=[O:43])[CH:38]=[CH:37][CH:36]=1.